Dataset: NCI-60 drug combinations with 297,098 pairs across 59 cell lines. Task: Regression. Given two drug SMILES strings and cell line genomic features, predict the synergy score measuring deviation from expected non-interaction effect. (1) Drug 1: CCC1(CC2CC(C3=C(CCN(C2)C1)C4=CC=CC=C4N3)(C5=C(C=C6C(=C5)C78CCN9C7C(C=CC9)(C(C(C8N6C)(C(=O)OC)O)OC(=O)C)CC)OC)C(=O)OC)O.OS(=O)(=O)O. Drug 2: C1=NC2=C(N1)C(=S)N=CN2. Cell line: MOLT-4. Synergy scores: CSS=66.5, Synergy_ZIP=4.60, Synergy_Bliss=4.15, Synergy_Loewe=-0.513, Synergy_HSA=-0.182. (2) Drug 1: CC1=CC2C(CCC3(C2CCC3(C(=O)C)OC(=O)C)C)C4(C1=CC(=O)CC4)C. Drug 2: CC=C1C(=O)NC(C(=O)OC2CC(=O)NC(C(=O)NC(CSSCCC=C2)C(=O)N1)C(C)C)C(C)C. Cell line: ACHN. Synergy scores: CSS=3.41, Synergy_ZIP=5.22, Synergy_Bliss=-2.04, Synergy_Loewe=-42.0, Synergy_HSA=-1.52. (3) Drug 1: C1C(C(OC1N2C=NC3=C2NC=NCC3O)CO)O. Drug 2: B(C(CC(C)C)NC(=O)C(CC1=CC=CC=C1)NC(=O)C2=NC=CN=C2)(O)O. Cell line: HT29. Synergy scores: CSS=37.2, Synergy_ZIP=1.000, Synergy_Bliss=-3.62, Synergy_Loewe=-26.7, Synergy_HSA=-1.54. (4) Drug 1: C1C(C(OC1N2C=C(C(=O)NC2=O)F)CO)O. Drug 2: CC=C1C(=O)NC(C(=O)OC2CC(=O)NC(C(=O)NC(CSSCCC=C2)C(=O)N1)C(C)C)C(C)C. Cell line: ACHN. Synergy scores: CSS=34.8, Synergy_ZIP=-0.565, Synergy_Bliss=1.97, Synergy_Loewe=-15.4, Synergy_HSA=4.05. (5) Drug 1: CC1CCC2CC(C(=CC=CC=CC(CC(C(=O)C(C(C(=CC(C(=O)CC(OC(=O)C3CCCCN3C(=O)C(=O)C1(O2)O)C(C)CC4CCC(C(C4)OC)OCCO)C)C)O)OC)C)C)C)OC. Drug 2: CS(=O)(=O)OCCCCOS(=O)(=O)C. Cell line: HCC-2998. Synergy scores: CSS=14.7, Synergy_ZIP=1.18, Synergy_Bliss=3.25, Synergy_Loewe=-21.0, Synergy_HSA=4.56. (6) Drug 1: C1=CN(C(=O)N=C1N)C2C(C(C(O2)CO)O)O.Cl. Drug 2: CC1C(C(CC(O1)OC2CC(OC(C2O)C)OC3=CC4=CC5=C(C(=O)C(C(C5)C(C(=O)C(C(C)O)O)OC)OC6CC(C(C(O6)C)O)OC7CC(C(C(O7)C)O)OC8CC(C(C(O8)C)O)(C)O)C(=C4C(=C3C)O)O)O)O. Cell line: SF-268. Synergy scores: CSS=26.0, Synergy_ZIP=-4.21, Synergy_Bliss=-0.549, Synergy_Loewe=-12.9, Synergy_HSA=0.400.